This data is from Forward reaction prediction with 1.9M reactions from USPTO patents (1976-2016). The task is: Predict the product of the given reaction. (1) Given the reactants C[C:2](=[O:30])[CH2:3][C:4]1[CH:9]=[N:8][C:7]([C:10]2[C:14]([S:15][C:16]3[CH:21]=[CH:20][C:19]([Cl:22])=[CH:18][CH:17]=3)=[CH:13][N:12]([C:23]3[CH:28]=[CH:27][C:26]([F:29])=[CH:25][CH:24]=3)[N:11]=2)=[CH:6][N:5]=1.[BH4-].[Na+], predict the reaction product. The product is: [Cl:22][C:19]1[CH:20]=[CH:21][C:16]([S:15][C:14]2[C:10]([C:7]3[N:8]=[CH:9][C:4]([CH2:3][CH2:2][OH:30])=[N:5][CH:6]=3)=[N:11][N:12]([C:23]3[CH:24]=[CH:25][C:26]([F:29])=[CH:27][CH:28]=3)[CH:13]=2)=[CH:17][CH:18]=1. (2) Given the reactants [CH3:1][O:2][C:3]1[CH:4]=[C:5]([C@H:9]([O:11][C:12](=[O:27])[NH:13][C:14]2[C:15]([CH3:26])=[N:16][O:17][C:18]=2[C:19]2[CH:24]=[CH:23][C:22](Br)=[CH:21][CH:20]=2)[CH3:10])[CH:6]=[CH:7][CH:8]=1.[CH2:28]([O:30][C:31]([C:33]1([C:36]2[CH:41]=[CH:40][C:39](B3OC(C)(C)C(C)(C)O3)=[CH:38][CH:37]=2)[CH2:35][CH2:34]1)=[O:32])[CH3:29], predict the reaction product. The product is: [CH2:28]([O:30][C:31]([C:33]1([C:36]2[CH:41]=[CH:40][C:39]([C:22]3[CH:23]=[CH:24][C:19]([C:18]4[O:17][N:16]=[C:15]([CH3:26])[C:14]=4[NH:13][C:12]([O:11][C@@H:9]([C:5]4[CH:6]=[CH:7][CH:8]=[C:3]([O:2][CH3:1])[CH:4]=4)[CH3:10])=[O:27])=[CH:20][CH:21]=3)=[CH:38][CH:37]=2)[CH2:34][CH2:35]1)=[O:32])[CH3:29]. (3) The product is: [CH3:28][O:29][C:30]1[N:35]=[CH:34][C:33]([C:2]2[CH:11]=[CH:10][C:9]3[N:8]=[CH:7][C:6]4[C:12](=[O:27])[NH:13][C:14](=[O:26])[N:15]([C:16]5[CH:21]=[CH:20][CH:19]=[C:18]([C:22]([F:25])([F:24])[F:23])[CH:17]=5)[C:5]=4[C:4]=3[N:3]=2)=[CH:32][N:31]=1. Given the reactants Cl[C:2]1[CH:11]=[CH:10][C:9]2[N:8]=[CH:7][C:6]3[C:12](=[O:27])[NH:13][C:14](=[O:26])[N:15]([C:16]4[CH:21]=[CH:20][CH:19]=[C:18]([C:22]([F:25])([F:24])[F:23])[CH:17]=4)[C:5]=3[C:4]=2[N:3]=1.[CH3:28][O:29][C:30]1[N:35]=[CH:34][C:33](OB(O)O)=[CH:32][N:31]=1.C(=O)([O-])[O-].[K+].[K+].O1CCOCC1, predict the reaction product. (4) Given the reactants Br[C:2]1[CH:9]=[CH:8][C:5]([C:6]#[N:7])=[CH:4][N:3]=1.[Cl:10][C:11]1[CH:18]=[CH:17][C:14]([NH:15][CH3:16])=[CH:13][CH:12]=1.C1C=CC(P(C2C(C3C(P(C4C=CC=CC=4)C4C=CC=CC=4)=CC=C4C=3C=CC=C4)=C3C(C=CC=C3)=CC=2)C2C=CC=CC=2)=CC=1.C([O-])([O-])=O.[Cs+].[Cs+], predict the reaction product. The product is: [Cl:10][C:11]1[CH:18]=[CH:17][C:14]([N:15]([CH3:16])[C:2]2[CH:9]=[CH:8][C:5]([C:6]#[N:7])=[CH:4][N:3]=2)=[CH:13][CH:12]=1. (5) Given the reactants [OH:1][C:2]1[CH:11]=[CH:10][C:5]([C:6]([O:8][CH3:9])=[O:7])=[CH:4][C:3]=1[C:12]([N:14]1[CH2:23][CH2:22][C:21]2[C:16](=[CH:17][CH:18]=[CH:19][CH:20]=2)[CH2:15]1)=[O:13].CC1C=CC=C(C)N=1.[F:32][C:33]([F:46])([F:45])[S:34](O[S:34]([C:33]([F:46])([F:45])[F:32])(=[O:36])=[O:35])(=[O:36])=[O:35], predict the reaction product. The product is: [CH2:15]1[C:16]2[C:21](=[CH:20][CH:19]=[CH:18][CH:17]=2)[CH2:22][CH2:23][N:14]1[C:12]([C:3]1[CH:4]=[C:5]([CH:10]=[CH:11][C:2]=1[O:1][S:34]([C:33]([F:46])([F:45])[F:32])(=[O:36])=[O:35])[C:6]([O:8][CH3:9])=[O:7])=[O:13]. (6) Given the reactants [F:1][C:2]1[CH:8]=[C:7]([CH3:9])[C:6]([S:10][CH2:11][C:12]([F:15])([F:14])[F:13])=[CH:5][C:3]=1[NH2:4].[C:16](/[C:18](=[C:27](/OCC)\[CH3:28])/[C:19]([NH:21][C:22](=O)[O:23]CC)=[O:20])#[N:17], predict the reaction product. The product is: [F:1][C:2]1[CH:8]=[C:7]([CH3:9])[C:6]([S:10][CH2:11][C:12]([F:13])([F:15])[F:14])=[CH:5][C:3]=1[N:4]1[C:27]([CH3:28])=[C:18]([C:16]#[N:17])[C:19](=[O:20])[NH:21][C:22]1=[O:23]. (7) Given the reactants [F:1][C:2]([F:27])([F:26])[C:3]1[CH:8]=[CH:7][C:6]([C:9]2[C:13]3[CH:14]=[CH:15][C:16](OS(C(F)(F)F)(=O)=O)=[CH:17][C:12]=3[S:11][N:10]=2)=[CH:5][CH:4]=1.[CH2:28]([OH:32])[CH2:29][C:30]#[CH:31], predict the reaction product. The product is: [F:26][C:2]([F:27])([F:1])[C:3]1[CH:4]=[CH:5][C:6]([C:9]2[C:13]3[CH:14]=[CH:15][C:16]([C:31]#[C:30][CH2:29][CH2:28][OH:32])=[CH:17][C:12]=3[S:11][N:10]=2)=[CH:7][CH:8]=1. (8) Given the reactants [C:1]([N:4]1[C:13]2[C:8](=[CH:9][C:10]([C:15]3[CH:16]=[N:17][N:18]([CH:20]4[CH2:22][CH2:21]4)[CH:19]=3)=[C:11](N)[CH:12]=2)[N:7]([C:23]([O:25][CH:26]([CH3:28])[CH3:27])=[O:24])[CH2:6][C@@H:5]1[CH3:29])(=[O:3])[CH3:2].[C:30](N1C2C(=CC(C3C=CC(S(C)(=O)=O)=CC=3)=C(OC)C=2)N(C(OC(C)C)=O)C[C@@H]1C)(=[O:32])C, predict the reaction product. The product is: [C:1]([N:4]1[C:13]2[C:8](=[CH:9][C:10]([C:15]3[CH:16]=[N:17][N:18]([CH:20]4[CH2:21][CH2:22]4)[CH:19]=3)=[C:11]([O:32][CH3:30])[CH:12]=2)[N:7]([C:23]([O:25][CH:26]([CH3:28])[CH3:27])=[O:24])[CH2:6][C@@H:5]1[CH3:29])(=[O:3])[CH3:2].